Dataset: Reaction yield outcomes from USPTO patents with 853,638 reactions. Task: Predict the reaction yield, written as a fraction of the theoretical maximum amount of product (1.0 means a 100% yield; for example, 0.34 means a 34% yield). The reactants are [CH2:1]([O:8][C:9]1[CH:14]=[CH:13][C:12]([C:15]2[CH:20]=[CH:19][C:18](Br)=[CH:17][N:16]=2)=[CH:11][C:10]=1[F:22])[C:2]1[CH:7]=[CH:6][CH:5]=[CH:4][CH:3]=1.CC([O-])(C)C.[Na+].[NH2:29][C:30]1[CH:35]=[CH:34][CH:33]=[CH:32][CH:31]=1. The catalyst is C1COCC1.C1C=CC(/C=C/C(/C=C/C2C=CC=CC=2)=O)=CC=1.C1C=CC(/C=C/C(/C=C/C2C=CC=CC=2)=O)=CC=1.C1C=CC(/C=C/C(/C=C/C2C=CC=CC=2)=O)=CC=1.[Pd].[Pd].C1C=CC(P(C2C=CC3C(=CC=CC=3)C=2C2C3C(=CC=CC=3)C=CC=2P(C2C=CC=CC=2)C2C=CC=CC=2)C2C=CC=CC=2)=CC=1. The product is [CH2:1]([O:8][C:9]1[CH:14]=[CH:13][C:12]([C:15]2[N:16]=[CH:17][C:18]([NH:29][C:30]3[CH:35]=[CH:34][CH:33]=[CH:32][CH:31]=3)=[CH:19][CH:20]=2)=[CH:11][C:10]=1[F:22])[C:2]1[CH:7]=[CH:6][CH:5]=[CH:4][CH:3]=1. The yield is 0.420.